Dataset: Catalyst prediction with 721,799 reactions and 888 catalyst types from USPTO. Task: Predict which catalyst facilitates the given reaction. (1) Reactant: [Cl:1][C:2]1[CH:7]=[CH:6][CH:5]=[CH:4][C:3]=1[CH:8]([C:20]1[CH:28]=[CH:27][C:23]([C:24](O)=[O:25])=[C:22]([F:29])[CH:21]=1)[CH2:9][C:10]([C:12]1[CH:17]=[CH:16][C:15](=[O:18])[N:14]([CH3:19])[CH:13]=1)=[O:11].[NH2:30][C@H:31]1[CH2:36][CH2:35][C@H:34]([OH:37])[CH2:33][CH2:32]1.CN([P+](ON1N=NC2C=CC=CC1=2)(N(C)C)N(C)C)C.F[P-](F)(F)(F)(F)F. Product: [Cl:1][C:2]1[CH:7]=[CH:6][CH:5]=[CH:4][C:3]=1[CH:8]([C:20]1[CH:28]=[CH:27][C:23]([C:24]([NH:30][C@H:31]2[CH2:36][CH2:35][C@H:34]([OH:37])[CH2:33][CH2:32]2)=[O:25])=[C:22]([F:29])[CH:21]=1)[CH2:9][C:10]([C:12]1[CH:17]=[CH:16][C:15](=[O:18])[N:14]([CH3:19])[CH:13]=1)=[O:11]. The catalyst class is: 7. (2) Reactant: C[O:2][C:3](=[O:32])[C@@H:4]([O:28][CH:29]([CH3:31])[CH3:30])[CH2:5][C:6]1[CH:11]=[CH:10][CH:9]=[C:8]([CH2:12][NH:13][C:14]([O:16][CH2:17][C:18]2[CH:23]=[CH:22][C:21]([C:24]([F:27])([F:26])[F:25])=[CH:20][CH:19]=2)=[O:15])[CH:7]=1.[OH-].[Li+].Cl. Product: [CH:29]([O:28][C@@H:4]([CH2:5][C:6]1[CH:11]=[CH:10][CH:9]=[C:8]([CH2:12][NH:13][C:14]([O:16][CH2:17][C:18]2[CH:19]=[CH:20][C:21]([C:24]([F:25])([F:26])[F:27])=[CH:22][CH:23]=2)=[O:15])[CH:7]=1)[C:3]([OH:32])=[O:2])([CH3:31])[CH3:30]. The catalyst class is: 8. (3) Reactant: [C:1]12([NH:6][C:7]3[N:12]=[C:11]([NH:13][C@@H:14]4[CH2:19][CH2:18][C@@H:17]([CH3:20])[C@H:16]([OH:21])[CH2:15]4)[C:10]([C:22]#[N:23])=[CH:9][N:8]=3)[CH2:5][CH:3]([CH2:4]1)[CH2:2]2.[OH-:24].[Na+].OO. Product: [C:1]12([NH:6][C:7]3[N:12]=[C:11]([NH:13][C@@H:14]4[CH2:19][CH2:18][C@@H:17]([CH3:20])[C@H:16]([OH:21])[CH2:15]4)[C:10]([C:22]([NH2:23])=[O:24])=[CH:9][N:8]=3)[CH2:2][CH:3]([CH2:4]1)[CH2:5]2. The catalyst class is: 16. (4) Reactant: C(OC(=O)[NH:10][C@H:11]1[CH2:15][CH2:14][C@@H:13]([NH:16][C:17]([O:19][C:20]([CH3:23])([CH3:22])[CH3:21])=[O:18])[CH2:12]1)C1C=CC=CC=1. Product: [C:20]([O:19][C:17](=[O:18])[NH:16][C@@H:13]1[CH2:14][CH2:15][C@H:11]([NH2:10])[CH2:12]1)([CH3:23])([CH3:21])[CH3:22]. The catalyst class is: 312. (5) Reactant: Cl[C:2]1[N:11]=[CH:10][C:9]2[N:8]([CH3:12])[C:7](=[O:13])[CH2:6][N:5]([CH:14]([CH3:16])[CH3:15])[C:4]=2[N:3]=1.[N+:17]([C:20]1[CH:21]=[C:22]([NH2:30])[CH:23]=[C:24]([C:26]([F:29])([F:28])[F:27])[CH:25]=1)([O-:19])=[O:18].Cl. Product: [CH:14]([N:5]1[C:4]2[N:3]=[C:2]([NH:30][C:22]3[CH:23]=[C:24]([C:26]([F:29])([F:28])[F:27])[CH:25]=[C:20]([N+:17]([O-:19])=[O:18])[CH:21]=3)[N:11]=[CH:10][C:9]=2[N:8]([CH3:12])[C:7](=[O:13])[CH2:6]1)([CH3:16])[CH3:15]. The catalyst class is: 127. (6) Reactant: ClC1C=[C:4]([CH:6]=[CH:7][CH:8]=1)[NH2:5].C(O[BH-](O[C:19](=O)[CH3:20])OC(=O)C)(=O)C.[Na+].[C:23](O)(=O)[CH3:24].C(=O)(O)[O-].[Na+].Cl[CH2:33][CH2:34][Cl:35]. Product: [Cl:35][C:34]1[CH:23]=[C:24]([NH:5][CH2:4][CH:6]2[CH2:7][CH2:8]2)[CH:19]=[CH:20][CH:33]=1. The catalyst class is: 4.